Dataset: Catalyst prediction with 721,799 reactions and 888 catalyst types from USPTO. Task: Predict which catalyst facilitates the given reaction. Reactant: [CH2:1]([O:3][C:4]([N:6]1[C:15]2[C:10](=[CH:11][C:12]([C:16]([F:19])([F:18])[F:17])=[CH:13][CH:14]=2)[CH:9]([CH:20]([C:24]2[CH:29]=[C:28]([C:30]([F:33])([F:32])[F:31])[CH:27]=[C:26]([C:34]([F:37])([F:36])[F:35])[CH:25]=2)[C:21](O)=[O:22])[CH2:8][CH:7]1[CH2:38][CH3:39])=[O:5])[CH3:2].B.CSC. Product: [CH2:1]([O:3][C:4]([N:6]1[C:15]2[C:10](=[CH:11][C:12]([C:16]([F:17])([F:18])[F:19])=[CH:13][CH:14]=2)[CH:9]([CH:20]([C:24]2[CH:25]=[C:26]([C:34]([F:35])([F:36])[F:37])[CH:27]=[C:28]([C:30]([F:32])([F:31])[F:33])[CH:29]=2)[CH2:21][OH:22])[CH2:8][CH:7]1[CH2:38][CH3:39])=[O:5])[CH3:2]. The catalyst class is: 83.